From a dataset of Full USPTO retrosynthesis dataset with 1.9M reactions from patents (1976-2016). Predict the reactants needed to synthesize the given product. (1) Given the product [O:1]1[CH2:6][CH2:5][CH2:4][CH2:3][CH:2]1[O:7][CH2:8][C:9]1[S:13][C:12]([CH:27]=[O:28])=[N:11][CH:10]=1, predict the reactants needed to synthesize it. The reactants are: [O:1]1[CH2:6][CH2:5][CH2:4][CH2:3][CH:2]1[O:7][CH2:8][C:9]1[S:13][CH:12]=[N:11][CH:10]=1.CCCCCC.C([Li])CCC.CN(C)[CH:27]=[O:28].C(O)(=O)CC(CC(O)=O)(C(O)=O)O. (2) Given the product [O:32]1[CH:36]=[CH:35][C:34]([C:25]2[CH:26]=[CH:27][C:22]3[N:23]([CH:29]=[C:20]([NH:19][C:17](=[O:18])[C:16]4[CH:30]=[CH:31][C:13]([C:10]([CH3:11])([CH3:12])[CH2:9][OH:8])=[CH:14][CH:15]=4)[N:21]=3)[CH:24]=2)=[CH:33]1, predict the reactants needed to synthesize it. The reactants are: [Si]([O:8][CH2:9][C:10]([C:13]1[CH:31]=[CH:30][C:16]([C:17]([NH:19][C:20]2[N:21]=[C:22]3[CH:27]=[CH:26][C:25](I)=[CH:24][N:23]3[CH:29]=2)=[O:18])=[CH:15][CH:14]=1)([CH3:12])[CH3:11])(C(C)(C)C)(C)C.[O:32]1[CH:36]=[CH:35][C:34](B(O)O)=[CH:33]1. (3) Given the product [Cl:1][C:2]1[C:7]2[C:8](=[O:22])[O:9][C@:10]3([CH3:20])[C@H:14]([C:6]=2[CH:5]=[CH:4][CH:3]=1)[CH2:13][N:12]([C:15]([O:17][CH2:18][CH3:19])=[O:16])[CH2:11]3, predict the reactants needed to synthesize it. The reactants are: [Cl:1][C:2]1[C:7]2[CH2:8][O:9][C@:10]3([CH3:20])[C@H:14]([C:6]=2[CH:5]=[CH:4][CH:3]=1)[CH2:13][N:12]([C:15]([O:17][CH2:18][CH3:19])=[O:16])[CH2:11]3.[Cr](O)(O)(=O)=[O:22].